Task: Predict the reaction yield, written as a fraction of the theoretical maximum amount of product (1.0 means a 100% yield; for example, 0.34 means a 34% yield).. Dataset: Reaction yield outcomes from USPTO patents with 853,638 reactions The reactants are [CH2:1]1[C:6]2=[CH:7][C:8]3[CH:9]=[CH:10][CH:11]=[CH:12][C:13]=3[N:5]2[CH2:4][CH2:3][NH:2]1.C(Cl)Cl.[Cl:17][CH:18]([CH3:22])[C:19](Cl)=[O:20]. No catalyst specified. The product is [Cl:17][CH:18]([CH3:22])[C:19]([N:2]1[CH2:3][CH2:4][N:5]2[C:13]3[CH:12]=[CH:11][CH:10]=[CH:9][C:8]=3[CH:7]=[C:6]2[CH2:1]1)=[O:20]. The yield is 0.930.